Task: Binary Classification. Given a drug SMILES string, predict its activity (active/inactive) in a high-throughput screening assay against a specified biological target.. Dataset: HIV replication inhibition screening data with 41,000+ compounds from the AIDS Antiviral Screen (1) The drug is Cc1cc2c(cc1C)[n+]([O-])c(C(=O)CC(=O)C(=O)Nc1c(C(C)C)cccc1C(C)C)c(C)[n+]2[O-]. The result is 0 (inactive). (2) The compound is CC(=O)OCC[N+](C)(C)C.CCCCC(CC)COC(=O)CC(C(=O)OCC(CC)CCCC)S(=O)(=O)O. The result is 0 (inactive). (3) The drug is Cl.NC(CSSCC(N)Cc1ccccc1)Cc1ccccc1. The result is 0 (inactive). (4) The drug is CCOC(=O)C1(C(=O)OCC)CC=C(C)CC12C(=O)Nc1ccccc12. The result is 0 (inactive).